Dataset: Catalyst prediction with 721,799 reactions and 888 catalyst types from USPTO. Task: Predict which catalyst facilitates the given reaction. Reactant: Br[C:2]1[CH:3]=[C:4]2[C:9](=[CH:10][CH:11]=1)[N:8]([C:12]1[CH:17]=[CH:16][C:15]([F:18])=[CH:14][CH:13]=1)[CH:7]=[C:6]([C:19]([O:21][CH2:22][CH3:23])=[O:20])[C:5]2=[O:24].[C:25]([C:27]1[CH:28]=[N:29][C:30]([CH3:33])=[N:31][CH:32]=1)#[CH:26].C(N(CC)CC)C. Product: [F:18][C:15]1[CH:16]=[CH:17][C:12]([N:8]2[C:9]3[C:4](=[CH:3][C:2]([C:26]#[C:25][C:27]4[CH:28]=[N:29][C:30]([CH3:33])=[N:31][CH:32]=4)=[CH:11][CH:10]=3)[C:5](=[O:24])[C:6]([C:19]([O:21][CH2:22][CH3:23])=[O:20])=[CH:7]2)=[CH:13][CH:14]=1. The catalyst class is: 724.